This data is from Aqueous solubility values for 9,982 compounds from the AqSolDB database. The task is: Regression/Classification. Given a drug SMILES string, predict its absorption, distribution, metabolism, or excretion properties. Task type varies by dataset: regression for continuous measurements (e.g., permeability, clearance, half-life) or binary classification for categorical outcomes (e.g., BBB penetration, CYP inhibition). For this dataset (solubility_aqsoldb), we predict Y. (1) The compound is CCCNC(=O)NS(=O)(=O)c1ccc(Cl)cc1. The Y is -3.25 log mol/L. (2) The drug is NNC(=O)CC(=O)NN. The Y is -0.121 log mol/L. (3) The compound is FC(F)(F)C(F)(F)F. The Y is -2.42 log mol/L. (4) The drug is CC(=O)Oc1ccccc1C(=O)OCC(=O)N(C(C)C)C(C)C. The Y is -3.25 log mol/L. (5) The molecule is C=C1CC2C(CCC3(C)C2CCC3(OC(C)=O)C(C)=O)C2(C)CCC(=O)C=C12. The Y is -6.11 log mol/L. (6) The molecule is CCN(CC)C(=O)c1cccnc1. The Y is 0.749 log mol/L. (7) The compound is O=c1cc[nH]c(O)c1. The Y is -1.25 log mol/L.